From a dataset of Full USPTO retrosynthesis dataset with 1.9M reactions from patents (1976-2016). Predict the reactants needed to synthesize the given product. (1) The reactants are: [CH3:1][N:2]([CH2:4][C:5]1[C:13]2[O:12][N:11]=[C:10]([CH2:14][CH2:15][CH:16]3[CH2:21][CH2:20][NH:19][CH2:18][CH2:17]3)[C:9]=2[CH:8]=[CH:7][C:6]=1[O:22][CH2:23][C:24]1[CH:25]=[C:26]([CH:29]=[CH:30][CH:31]=1)[C:27]#[N:28])[CH3:3].Br[CH2:33][CH:34]1[O:38][CH2:37][CH2:36][O:35]1.C(N(CC)C(C)C)(C)C.[I-].[Na+].C(=O)(O)[O-].[Na+]. Given the product [CH3:1][N:2]([CH2:4][C:5]1[C:13]2[O:12][N:11]=[C:10]([CH2:14][CH2:15][CH:16]3[CH2:21][CH2:20][N:19]([CH2:33][CH:34]4[O:38][CH2:37][CH2:36][O:35]4)[CH2:18][CH2:17]3)[C:9]=2[CH:8]=[CH:7][C:6]=1[O:22][CH2:23][C:24]1[CH:25]=[C:26]([CH:29]=[CH:30][CH:31]=1)[C:27]#[N:28])[CH3:3], predict the reactants needed to synthesize it. (2) Given the product [F:21][CH2:22][C:23]([NH:25][C:17]([C:10]1[C:11]2[CH2:12][C@@H:13]3[CH2:16][C@@H:14]3[C:15]=2[N:8]([C:4]2[CH:3]=[C:2]([Cl:1])[CH:7]=[CH:6][N:5]=2)[N:9]=1)=[O:18])([CH3:26])[CH3:24], predict the reactants needed to synthesize it. The reactants are: [Cl:1][C:2]1[CH:7]=[CH:6][N:5]=[C:4]([N:8]2[C:15]3[C@H:14]4[CH2:16][C@H:13]4[CH2:12][C:11]=3[C:10]([C:17](O)=[O:18])=[N:9]2)[CH:3]=1.Cl.[F:21][CH2:22][C:23]([CH3:26])([NH2:25])[CH3:24]. (3) The reactants are: Cl[C:2]1[N:7]=[C:6]([Cl:8])[C:5]([C:9]([F:12])([F:11])[F:10])=[CH:4][N:3]=1.ClC(Cl)C.C(O)(C)(C)C.[NH2:22][C:23]1[CH:28]=[CH:27][C:26]([CH:29]2[CH2:32][N:31]([C:33]([O:35][C:36]([CH3:39])([CH3:38])[CH3:37])=[O:34])[CH2:30]2)=[CH:25][CH:24]=1.CCN(CC)CC. Given the product [Cl:8][C:6]1[C:5]([C:9]([F:12])([F:11])[F:10])=[CH:4][N:3]=[C:2]([NH:22][C:23]2[CH:24]=[CH:25][C:26]([CH:29]3[CH2:30][N:31]([C:33]([O:35][C:36]([CH3:39])([CH3:38])[CH3:37])=[O:34])[CH2:32]3)=[CH:27][CH:28]=2)[N:7]=1, predict the reactants needed to synthesize it. (4) Given the product [CH3:1][S:2]([OH:5])(=[O:4])=[O:3].[OH:6][C:7]1[CH:8]=[C:9]([C:13]2[N:14]=[C:15]3[C:20](=[N:21][C:22]=2[C:23]2[CH:28]=[CH:27][CH:26]=[C:25]([OH:29])[CH:24]=2)[N:19]=[CH:18][N:17]=[C:16]3[NH2:30])[CH:10]=[CH:11][CH:12]=1, predict the reactants needed to synthesize it. The reactants are: [CH3:1][S:2]([OH:5])(=[O:4])=[O:3].[OH:6][C:7]1[CH:8]=[C:9]([C:13]2[N:14]=[C:15]3[C:20](=[N:21][C:22]=2[C:23]2[CH:28]=[CH:27][CH:26]=[C:25]([OH:29])[CH:24]=2)[N:19]=[CH:18][N:17]=[C:16]3[NH2:30])[CH:10]=[CH:11][CH:12]=1.C(OCC)C. (5) Given the product [CH3:19][S:20]([O:4][CH:3]([C:5]1[CH:14]=[CH:13][C:12]2[C:7](=[CH:8][CH:9]=[C:10]([O:15][CH3:16])[CH:11]=2)[CH:6]=1)[C:2]([F:17])([F:18])[F:1])(=[O:22])=[O:21], predict the reactants needed to synthesize it. The reactants are: [F:1][C:2]([F:18])([F:17])[CH:3]([C:5]1[CH:14]=[CH:13][C:12]2[C:7](=[CH:8][CH:9]=[C:10]([O:15][CH3:16])[CH:11]=2)[CH:6]=1)[OH:4].[CH3:19][S:20](Cl)(=[O:22])=[O:21].